From a dataset of Forward reaction prediction with 1.9M reactions from USPTO patents (1976-2016). Predict the product of the given reaction. Given the reactants C([O:3][C:4](=[O:34])[CH:5]=[C:6]([C:8]1[S:12][C:11]2[CH:13]=[CH:14][CH:15]=[C:16]([C:17]3[CH:22]=[C:21]([CH:23]([CH3:25])[CH3:24])[CH:20]=[C:19]([CH:26]([CH3:28])[CH3:27])[C:18]=3[O:29][CH2:30][CH2:31][CH2:32][CH3:33])[C:10]=2[CH:9]=1)[CH3:7])C.C1COCC1.[Li+].[OH-], predict the reaction product. The product is: [CH2:30]([O:29][C:18]1[C:19]([CH:26]([CH3:28])[CH3:27])=[CH:20][C:21]([CH:23]([CH3:24])[CH3:25])=[CH:22][C:17]=1[C:16]1[C:10]2[CH:9]=[C:8]([C:6]([CH3:7])=[CH:5][C:4]([OH:34])=[O:3])[S:12][C:11]=2[CH:13]=[CH:14][CH:15]=1)[CH2:31][CH2:32][CH3:33].